This data is from Peptide-MHC class I binding affinity with 185,985 pairs from IEDB/IMGT. The task is: Regression. Given a peptide amino acid sequence and an MHC pseudo amino acid sequence, predict their binding affinity value. This is MHC class I binding data. (1) The peptide sequence is TKAGMAQYL. The MHC is HLA-A25:01 with pseudo-sequence HLA-A25:01. The binding affinity (normalized) is 0.0847. (2) The peptide sequence is HLDELTTTL. The MHC is HLA-A03:01 with pseudo-sequence HLA-A03:01. The binding affinity (normalized) is 0.213.